Task: Predict the product of the given reaction.. Dataset: Forward reaction prediction with 1.9M reactions from USPTO patents (1976-2016) (1) Given the reactants [Br:1][C:2]1[CH:3]=[N:4][C:5]2[N:6]([N:8]=[C:9]([C:11]([OH:13])=O)[CH:10]=2)[CH:7]=1.[Br:14][C:15]1[N:23]2[C:18]([N:19]([CH3:24])[NH:20][CH2:21][CH2:22]2)=[N:17][C:16]=1[Br:25], predict the reaction product. The product is: [Br:1][C:2]1[CH:3]=[N:4][C:5]2[N:6]([N:8]=[C:9]([C:11]([N:20]3[CH2:21][CH2:22][N:23]4[C:15]([Br:14])=[C:16]([Br:25])[N:17]=[C:18]4[N:19]3[CH3:24])=[O:13])[CH:10]=2)[CH:7]=1. (2) Given the reactants [OH:1][CH2:2][C@H:3]1[CH2:8][CH2:7][C@H:6]([C:9]([OH:11])=[O:10])[CH2:5][CH2:4]1.S(=O)(=O)(O)O.[CH2:17](O)[CH3:18], predict the reaction product. The product is: [CH2:17]([O:10][C:9]([C@H:6]1[CH2:5][CH2:4][C@H:3]([CH2:2][OH:1])[CH2:8][CH2:7]1)=[O:11])[CH3:18].